From a dataset of Forward reaction prediction with 1.9M reactions from USPTO patents (1976-2016). Predict the product of the given reaction. (1) The product is: [Cl:10][C:11]1[CH:12]=[CH:13][C:14]([NH:19][C:18]([C:20]2[C:29]3[C:24](=[CH:25][CH:26]=[CH:27][CH:28]=3)[CH:23]=[CH:22][CH:21]=2)=[O:17])=[C:15]([C:16]([NH:32][CH2:33][CH:34]2[CH2:39][CH2:38][CH2:37][CH2:36][CH:35]2[OH:40])=[O:30])[CH:31]=1. Given the reactants C(N(C(C)C)CC)(C)C.[Cl:10][C:11]1[CH:12]=[CH:13][C:14]2[N:19]=[C:18]([C:20]3[C:29]4[C:24](=[CH:25][CH:26]=[CH:27][CH:28]=4)[CH:23]=[CH:22][CH:21]=3)[O:17][C:16](=[O:30])[C:15]=2[CH:31]=1.[NH2:32][CH2:33][CH:34]1[CH2:39][CH2:38][CH2:37][CH2:36][CH:35]1[OH:40], predict the reaction product. (2) The product is: [F:1][C:2]([F:8])([F:7])[CH2:3][CH2:4][CH2:5][O:6][C:18]1[CH:27]=[CH:26][C:21]([C:22]([OH:24])=[O:23])=[CH:20][CH:19]=1. Given the reactants [F:1][C:2]([F:8])([F:7])[CH2:3][CH2:4][CH2:5][OH:6].C(N(CC)CC)C.[Cl-].O[C:18]1[CH:27]=[CH:26][C:21]([C:22]([O:24]C)=[O:23])=[CH:20][CH:19]=1.C(=O)([O-])[O-].[K+].[K+].[OH-].[Na+].Cl, predict the reaction product. (3) The product is: [Cl:11][C:7]1[C:5]2[N:6]=[C:2]([NH:12][C:13]3[CH:18]=[CH:17][C:16]([CH2:19][C:20]([O:22][CH3:23])=[O:21])=[CH:15][C:14]=3[Cl:24])[S:3][C:4]=2[CH:10]=[CH:9][CH:8]=1. Given the reactants Br[C:2]1[S:3][C:4]2[CH:10]=[CH:9][CH:8]=[C:7]([Cl:11])[C:5]=2[N:6]=1.[NH2:12][C:13]1[CH:18]=[CH:17][C:16]([CH2:19][C:20]([O:22][CH3:23])=[O:21])=[CH:15][C:14]=1[Cl:24].[NH+]1C=CC=CC=1.CC1C=CC(S(O)(=O)=O)=CC=1, predict the reaction product. (4) Given the reactants [CH3:1][O:2][C:3](=[O:22])[C:4]1[C:5](=[C:10]([O:14][C:15]2[CH:20]=[CH:19][CH:18]=[CH:17][C:16]=2[NH2:21])[CH:11]=[CH:12][CH:13]=1)[C:6]([O:8][CH3:9])=[O:7].[N+:23]([C:26]1[CH:27]=[C:28]([CH:32]=[CH:33][CH:34]=1)[C:29](Cl)=[O:30])([O-:25])=[O:24], predict the reaction product. The product is: [CH3:1][O:2][C:3](=[O:22])[C:4]1[C:5](=[C:10]([O:14][C:15]2[CH:20]=[CH:19][CH:18]=[CH:17][C:16]=2[NH:21][C:29](=[O:30])[C:28]2[CH:32]=[CH:33][CH:34]=[C:26]([N+:23]([O-:25])=[O:24])[CH:27]=2)[CH:11]=[CH:12][CH:13]=1)[C:6]([O:8][CH3:9])=[O:7]. (5) Given the reactants [CH3:1][O:2][C:3]1[CH:30]=[CH:29][C:6]([CH2:7][NH:8][C:9]2[N:14]=[C:13]([CH2:15][CH2:16][CH2:17][CH2:18][C:19](=[O:28])[CH:20]=[CH:21][C:22]3[CH:27]=[CH:26][N:25]=[CH:24][N:23]=3)[CH:12]=[CH:11][CH:10]=2)=[CH:5][CH:4]=1.[BH4-].[Na+], predict the reaction product. The product is: [CH3:1][O:2][C:3]1[CH:4]=[CH:5][C:6]([CH2:7][NH:8][C:9]2[N:14]=[C:13]([CH2:15][CH2:16][CH2:17][CH2:18][CH:19]([OH:28])[CH:20]=[CH:21][C:22]3[CH:27]=[CH:26][N:25]=[CH:24][N:23]=3)[CH:12]=[CH:11][CH:10]=2)=[CH:29][CH:30]=1.